From a dataset of Peptide-MHC class I binding affinity with 185,985 pairs from IEDB/IMGT. Regression. Given a peptide amino acid sequence and an MHC pseudo amino acid sequence, predict their binding affinity value. This is MHC class I binding data. (1) The peptide sequence is VRLVFNLV. The MHC is Mamu-B08 with pseudo-sequence Mamu-B08. The binding affinity (normalized) is 0.358. (2) The peptide sequence is VPRPCQKSL. The MHC is HLA-B57:01 with pseudo-sequence HLA-B57:01. The binding affinity (normalized) is 0.0847. (3) The peptide sequence is YNTPTFAIK. The MHC is Mamu-B8301 with pseudo-sequence Mamu-B8301. The binding affinity (normalized) is 1.00. (4) The peptide sequence is TATPAWDAL. The MHC is HLA-A02:12 with pseudo-sequence HLA-A02:12. The binding affinity (normalized) is 0.0847.